This data is from Forward reaction prediction with 1.9M reactions from USPTO patents (1976-2016). The task is: Predict the product of the given reaction. (1) Given the reactants [NH2:1][C:2]1[C:10]([N+:11]([O-:13])=[O:12])=[CH:9][CH:8]=[CH:7][C:3]=1[C:4]([OH:6])=[O:5].OS(O)(=O)=O.[CH3:19]O, predict the reaction product. The product is: [NH2:1][C:2]1[C:10]([N+:11]([O-:13])=[O:12])=[CH:9][CH:8]=[CH:7][C:3]=1[C:4]([O:6][CH3:19])=[O:5]. (2) Given the reactants [CH2:1]([C:5]1[O:6][C:7]2[CH:26]=[CH:25][CH:24]=[CH:23][C:8]=2[C:9]=1[C:10]1[CH:15]=[CH:14][C:13]([C:16]2[CH:21]=[CH:20][C:19]([OH:22])=[CH:18][CH:17]=2)=[CH:12][CH:11]=1)[CH2:2][CH2:3][CH3:4].C[O:28][C:29](=[O:39])[CH:30]([CH2:32][C:33]1[CH:38]=[CH:37][CH:36]=[CH:35][CH:34]=1)O, predict the reaction product. The product is: [CH2:1]([C:5]1[O:6][C:7]2[CH:26]=[CH:25][CH:24]=[CH:23][C:8]=2[C:9]=1[C:10]1[CH:11]=[CH:12][C:13]([C:16]2[CH:21]=[CH:20][C:19]([O:22][CH:30]([CH2:32][C:33]3[CH:38]=[CH:37][CH:36]=[CH:35][CH:34]=3)[C:29]([OH:39])=[O:28])=[CH:18][CH:17]=2)=[CH:14][CH:15]=1)[CH2:2][CH2:3][CH3:4].